Task: Predict the reactants needed to synthesize the given product.. Dataset: Full USPTO retrosynthesis dataset with 1.9M reactions from patents (1976-2016) (1) Given the product [CH2:1]([O:8][C:9]1[CH:10]=[CH:11][C:12]([Br:17])=[C:13]([CH:14]=[C:20]([C:18]#[N:19])[C:21]([OH:23])=[O:22])[CH:16]=1)[C:2]1[CH:7]=[CH:6][CH:5]=[CH:4][CH:3]=1, predict the reactants needed to synthesize it. The reactants are: [CH2:1]([O:8][C:9]1[CH:10]=[CH:11][C:12]([Br:17])=[C:13]([CH:16]=1)[CH:14]=O)[C:2]1[CH:7]=[CH:6][CH:5]=[CH:4][CH:3]=1.[C:18]([CH2:20][C:21]([OH:23])=[O:22])#[N:19].C([O-])(=O)C.[NH4+].Cl. (2) Given the product [CH:1]1([C:7]2[S:19][C:10]3[N:11]=[C:12]([CH3:18])[N:13]=[C:14]([CH2:15][CH2:16][OH:17])[C:9]=3[CH:8]=2)[CH2:2][CH2:3][CH2:4][CH2:5][CH2:6]1, predict the reactants needed to synthesize it. The reactants are: [CH:1]1([C:7]2[S:19][C:10]3[N:11]=[C:12]([CH3:18])[N:13]=[C:14](/[CH:15]=[CH:16]\[OH:17])[C:9]=3[CH:8]=2)[CH2:6][CH2:5][CH2:4][CH2:3][CH2:2]1.CO.[BH4-].[Na+].